Dataset: Full USPTO retrosynthesis dataset with 1.9M reactions from patents (1976-2016). Task: Predict the reactants needed to synthesize the given product. (1) Given the product [C:1]([C:4]1[C:22](=[O:23])[C@@:8]2([CH3:24])[C:9]3[C:15]([OH:16])=[CH:14][C:13]([O:17][CH3:18])=[C:12]([C:19]([NH:21][CH2:26][C:28]4[C:29]([CH3:40])=[C:30]([CH:35]=[C:36]([CH3:39])[C:37]=4[CH3:38])[C:31]([O:33][CH3:34])=[O:32])=[O:20])[C:10]=3[O:11][C:7]2=[CH:6][C:5]=1[OH:25])(=[O:3])[CH3:2], predict the reactants needed to synthesize it. The reactants are: [C:1]([C:4]1[C:22](=[O:23])[C@@:8]2([CH3:24])[C:9]3[C:15]([OH:16])=[CH:14][C:13]([O:17][CH3:18])=[C:12]([C:19]([NH2:21])=[O:20])[C:10]=3[O:11][C:7]2=[CH:6][C:5]=1[OH:25])(=[O:3])[CH3:2].[CH:26]([C:28]1[C:29]([CH3:40])=[C:30]([CH:35]=[C:36]([CH3:39])[C:37]=1[CH3:38])[C:31]([O:33][CH3:34])=[O:32])=O.C([SiH](CC)CC)C.FC(F)(F)C(O)=O. (2) Given the product [CH2:14]([O:18][CH2:2][C:3]1[CH:4]=[C:5]([CH:9]=[CH:10][CH:11]=1)[C:6]([OH:8])=[O:7])[CH3:15], predict the reactants needed to synthesize it. The reactants are: Cl[CH2:2][C:3]1[CH:4]=[C:5]([CH:9]=[CH:10][CH:11]=1)[C:6]([OH:8])=[O:7].[H-].[Na+].[CH2:14]([O:18]CC1C=CC(C(O)=O)=CC=1)[CH2:15]C=C. (3) Given the product [OH:23][NH:22][C:1]([C:3](=[N:15][O:16][CH2:17][CH:18]([CH3:20])[CH3:19])[C:4]([N:10]1[CH:14]=[N:13][CH:12]=[N:11]1)=[N:5][O:6][CH:7]([CH3:9])[CH3:8])=[NH:2], predict the reactants needed to synthesize it. The reactants are: [C:1]([C:3](=[N:15][O:16][CH2:17][CH:18]([CH3:20])[CH3:19])[C:4]([N:10]1[CH:14]=[N:13][CH:12]=[N:11]1)=[N:5][O:6][CH:7]([CH3:9])[CH3:8])#[N:2].Cl.[NH2:22][OH:23].C([O-])(=O)C.[Na+]. (4) Given the product [F:26][C:25]([F:27])([F:28])[C:23]1[CH:24]=[C:19]([NH:16][C:17]([NH:1][CH2:2][CH:3]2[CH2:4][CH2:5][NH:6][CH2:7][CH2:8]2)=[O:18])[CH:20]=[C:21]([C:29]([F:32])([F:30])[F:31])[CH:22]=1, predict the reactants needed to synthesize it. The reactants are: [NH2:1][CH2:2][CH:3]1[CH2:8][CH2:7][N:6](C(OC(C)(C)C)=O)[CH2:5][CH2:4]1.[N:16]([C:19]1[CH:24]=[C:23]([C:25]([F:28])([F:27])[F:26])[CH:22]=[C:21]([C:29]([F:32])([F:31])[F:30])[CH:20]=1)=[C:17]=[O:18]. (5) The reactants are: [Li]CCCC.Br[C:7]1[CH:8]=[CH:9][C:10]([Cl:15])=[C:11]([Cl:14])[C:12]=1[Cl:13].[F:16][C:17]([F:24])([F:23])[C:18](OCC)=[O:19]. Given the product [F:16][C:17]([F:24])([F:23])[C:18]([C:8]1[CH:9]=[C:10]([Cl:15])[C:11]([Cl:14])=[C:12]([Cl:13])[CH:7]=1)=[O:19], predict the reactants needed to synthesize it.